From a dataset of NCI-60 drug combinations with 297,098 pairs across 59 cell lines. Regression. Given two drug SMILES strings and cell line genomic features, predict the synergy score measuring deviation from expected non-interaction effect. Drug 1: CS(=O)(=O)CCNCC1=CC=C(O1)C2=CC3=C(C=C2)N=CN=C3NC4=CC(=C(C=C4)OCC5=CC(=CC=C5)F)Cl. Drug 2: CC12CCC3C(C1CCC2O)C(CC4=C3C=CC(=C4)O)CCCCCCCCCS(=O)CCCC(C(F)(F)F)(F)F. Cell line: SR. Synergy scores: CSS=5.08, Synergy_ZIP=0.860, Synergy_Bliss=2.58, Synergy_Loewe=-2.64, Synergy_HSA=-1.97.